From a dataset of Full USPTO retrosynthesis dataset with 1.9M reactions from patents (1976-2016). Predict the reactants needed to synthesize the given product. (1) Given the product [CH3:12][O:11][C:7]([C:6]1[CH:5]=[CH:4][N:24]2[CH:25]=[CH:26][N:27]=[C:23]2[N:22]=1)([O:9][CH3:10])[CH3:8], predict the reactants needed to synthesize it. The reactants are: C(O[CH:4](OCC)[CH2:5][C:6](=O)[C:7]([O:11][CH3:12])([O:9][CH3:10])[CH3:8])C.S(O)(O)(=O)=O.[NH2:22][C:23]1[NH:24][CH:25]=[CH:26][N:27]=1.[NH2:22][C:23]1[NH:24][CH:25]=[CH:26][N:27]=1. (2) Given the product [CH3:11][O:12][C:13]1[CH:18]=[CH:17][C:16]([CH2:19][N:20]([CH3:21])[C:2]2[CH:7]=[C:6]([N+:8]([O-:10])=[O:9])[CH:5]=[CH:4][N:3]=2)=[CH:15][CH:14]=1, predict the reactants needed to synthesize it. The reactants are: Cl[C:2]1[CH:7]=[C:6]([N+:8]([O-:10])=[O:9])[CH:5]=[CH:4][N:3]=1.[CH3:11][O:12][C:13]1[CH:18]=[CH:17][C:16]([CH2:19][NH:20][CH3:21])=[CH:15][CH:14]=1. (3) Given the product [N:29]([CH:8]([C:5]1[CH:6]=[CH:7][C:2]([Cl:1])=[C:3]([S:11]([CH3:14])(=[O:13])=[O:12])[CH:4]=1)[CH3:9])=[N+:30]=[N-:31], predict the reactants needed to synthesize it. The reactants are: [Cl:1][C:2]1[CH:7]=[CH:6][C:5]([CH:8](O)[CH3:9])=[CH:4][C:3]=1[S:11]([CH3:14])(=[O:13])=[O:12].C1(P([N:29]=[N+:30]=[N-:31])(C2C=CC=CC=2)=O)C=CC=CC=1.N12CCCN=C1CCCCC2. (4) Given the product [F:1][C:2]1[CH:11]=[CH:10][C:9]([O:12][CH2:13][CH2:14][CH3:15])=[C:8]2[C:3]=1[C:4](=[O:28])[C:5]([C:20]1[CH:25]=[CH:24][C:23]([O:26][CH3:27])=[CH:22][CH:21]=1)=[CH:6][N:7]2[CH2:16][C:17]([NH:29][CH2:30][CH2:31][N:32]1[CH2:37][CH2:36][O:35][CH2:34][CH2:33]1)=[O:19], predict the reactants needed to synthesize it. The reactants are: [F:1][C:2]1[CH:11]=[CH:10][C:9]([O:12][CH2:13][CH2:14][CH3:15])=[C:8]2[C:3]=1[C:4](=[O:28])[C:5]([C:20]1[CH:25]=[CH:24][C:23]([O:26][CH3:27])=[CH:22][CH:21]=1)=[CH:6][N:7]2[CH2:16][C:17]([OH:19])=O.[NH2:29][CH2:30][CH2:31][N:32]1[CH2:37][CH2:36][O:35][CH2:34][CH2:33]1.C(N(CC)CC)C.C(OP(C#N)(=O)OCC)C. (5) Given the product [CH3:23][O:22][C:15]1[CH:14]=[C:13]2[C:12](=[C:21]3[C:16]=1[CH:17]=[CH:18][CH:19]=[N:20]3)[NH:11][S:8](=[O:10])(=[O:9])[C:3]1[C:2]2=[CH:7][CH:6]=[CH:5][CH:4]=1, predict the reactants needed to synthesize it. The reactants are: N[C:2]1[CH:7]=[CH:6][CH:5]=[CH:4][C:3]=1[S:8]([NH:11][C:12]1[CH:13]=[CH:14][C:15]([O:22][CH3:23])=[C:16]2[C:21]=1[N:20]=[CH:19][CH:18]=[CH:17]2)(=[O:10])=[O:9].C(O)(=O)C.N(OC(C)(C)C)=O. (6) The reactants are: [Cl:1][C:2]1[CH:7]=[CH:6][C:5]2[C:8]3([O:26][C:27](=[O:28])[C:4]=2[CH:3]=1)[CH:14](I)[CH2:13][NH:12][C:11](=[O:16])[C:10]1[S:17][C:18]([N:20]2[CH2:25][CH2:24][O:23][CH2:22][CH2:21]2)=[N:19][C:9]3=1.N(C(C)(C)C#N)=NC(C)(C)C#N.C([SnH](CCCC)CCCC)CCC. Given the product [Cl:1][C:2]1[CH:7]=[CH:6][C:5]2[C:8]3([O:26][C:27](=[O:28])[C:4]=2[CH:3]=1)[CH2:14][CH2:13][NH:12][C:11](=[O:16])[C:10]1[S:17][C:18]([N:20]2[CH2:21][CH2:22][O:23][CH2:24][CH2:25]2)=[N:19][C:9]3=1, predict the reactants needed to synthesize it.